This data is from Reaction yield outcomes from USPTO patents with 853,638 reactions. The task is: Predict the reaction yield, written as a fraction of the theoretical maximum amount of product (1.0 means a 100% yield; for example, 0.34 means a 34% yield). (1) The catalyst is C1(C)C=CC=CC=1.C1C=CC(/C=C/C(/C=C/C2C=CC=CC=2)=O)=CC=1.C1C=CC(/C=C/C(/C=C/C2C=CC=CC=2)=O)=CC=1.C1C=CC(/C=C/C(/C=C/C2C=CC=CC=2)=O)=CC=1.[Pd].[Pd]. The product is [ClH:53].[CH2:65]([N:60]1[C:59]2=[C:54]([NH:75][CH2:74][C:73]3[CH:76]=[CH:77][C:70]([CH3:69])=[CH:71][CH:72]=3)[N:55]=[CH:56][CH:57]=[C:58]2[C:62]([CH3:63])=[C:61]1[CH3:64])[CH:66]([CH3:68])[CH3:67]. The yield is 0.210. The reactants are C(=O)([O-])[O-].[Cs+].[Cs+].C1C=CC(P(C2C=CC3C(=CC=CC=3)C=2C2C3C(=CC=CC=3)C=CC=2P(C2C=CC=CC=2)C2C=CC=CC=2)C2C=CC=CC=2)=CC=1.[Cl:53][C:54]1[N:55]=[CH:56][CH:57]=[C:58]2[C:62]([CH3:63])=[C:61]([CH3:64])[N:60]([CH2:65][CH:66]([CH3:68])[CH3:67])[C:59]=12.[CH3:69][C:70]1[CH:77]=[CH:76][C:73]([CH2:74][NH2:75])=[CH:72][CH:71]=1. (2) The yield is 0.400. The catalyst is O1CCCC1.C(N(CC)CC)C. The reactants are [CH:1]([CH:3]1[S:7][C:6]([C:8]2[NH:9][C:10]3[C:15]([CH:16]=2)=[CH:14][CH:13]=[CH:12][C:11]=3[N:17]([CH3:27])[S:18]([C:21]2[CH:26]=[CH:25][CH:24]=[CH:23][N:22]=2)(=[O:20])=[O:19])=[N:5][CH2:4]1)=O.[ClH:28].[NH:29]1[CH2:33][CH2:32][C:31](=[O:34])[CH2:30]1.C(O[BH-](OC(=O)C)OC(=O)C)(=O)C.[Na+].[Cl-].[NH4+]. The product is [ClH:28].[ClH:28].[CH3:27][N:17]([C:11]1[CH:12]=[CH:13][CH:14]=[C:15]2[C:10]=1[NH:9][C:8]([C:6]1[S:7][CH:3]([CH2:1][N:29]3[CH2:33][CH2:32][C:31](=[O:34])[CH2:30]3)[CH2:4][N:5]=1)=[CH:16]2)[S:18]([C:21]1[CH:26]=[CH:25][CH:24]=[CH:23][N:22]=1)(=[O:20])=[O:19]. (3) The reactants are O.[C:2]([O:5][CH2:6][CH2:7][CH2:8][CH2:9]/[C:10](/[CH3:26])=[CH:11]/[CH2:12][C:13]1[C:18]([CH3:19])=[C:17]([O:20]C)[C:16]([CH3:22])=[C:15]([CH3:23])[C:14]=1[O:24]C)(=[O:4])[CH3:3].CCOC(C)=O. The catalyst is C(C#N)(C)=O. The product is [C:2]([O:5][CH2:6][CH2:7][CH2:8][CH2:9]/[C:10](/[CH3:26])=[CH:11]/[CH2:12][C:13]1[C:14](=[O:24])[C:15]([CH3:23])=[C:16]([CH3:22])[C:17](=[O:20])[C:18]=1[CH3:19])(=[O:4])[CH3:3]. The yield is 0.362. (4) The reactants are [Cl-].[NH4+].[N+:3]([C:6]1[CH:11]=[C:10]([Br:12])[CH:9]=[CH:8][C:7]=1[F:13])([O-])=O. The catalyst is O.[Fe]. The product is [Br:12][C:10]1[CH:9]=[CH:8][C:7]([F:13])=[C:6]([CH:11]=1)[NH2:3]. The yield is 0.530. (5) The reactants are [CH3:1][C:2]1([CH3:28])[N:7]2[N:8]=[CH:9][C:10]([S:11]([CH2:14][C:15]3[CH:20]=[CH:19][C:18]([CH3:21])=[CH:17][CH:16]=3)(=[O:13])=[O:12])=[C:6]2[NH:5][CH:4]([C:22]2[CH:27]=[CH:26][CH:25]=[CH:24][CH:23]=2)[CH2:3]1.[CH2:29](Br)[C:30]1[CH:35]=[CH:34][CH:33]=[CH:32][CH:31]=1.[H-].[Na+]. The catalyst is C1COCC1.O. The product is [CH2:29]([N:5]1[CH:4]([C:22]2[CH:27]=[CH:26][CH:25]=[CH:24][CH:23]=2)[CH2:3][C:2]([CH3:28])([CH3:1])[N:7]2[N:8]=[CH:9][C:10]([S:11]([CH2:14][C:15]3[CH:20]=[CH:19][C:18]([CH3:21])=[CH:17][CH:16]=3)(=[O:12])=[O:13])=[C:6]12)[C:30]1[CH:35]=[CH:34][CH:33]=[CH:32][CH:31]=1. The yield is 0.930. (6) The reactants are [F:1][C:2]1([F:30])[CH2:7][CH2:6][N:5]([C:8]([C:10]2[NH:11][C:12]3[C:17]([CH:18]=2)=[CH:16][C:15]([C:19]([N:21]2[CH2:26][CH2:25][N:24]([CH:27]([CH3:29])[CH3:28])[CH2:23][CH2:22]2)=[O:20])=[CH:14][CH:13]=3)=[O:9])[CH2:4][CH2:3]1.[Cl:31][C:32]1[CH:33]=[C:34](B(O)O)[CH:35]=[CH:36][CH:37]=1.N1C=CC=CC=1. The catalyst is ClCCl.C([O-])(=O)C.[Cu+2].C([O-])(=O)C. The product is [Cl:31][C:32]1[CH:37]=[C:36]([N:11]2[C:12]3[C:17](=[CH:16][C:15]([C:19]([N:21]4[CH2:22][CH2:23][N:24]([CH:27]([CH3:28])[CH3:29])[CH2:25][CH2:26]4)=[O:20])=[CH:14][CH:13]=3)[CH:18]=[C:10]2[C:8]([N:5]2[CH2:6][CH2:7][C:2]([F:1])([F:30])[CH2:3][CH2:4]2)=[O:9])[CH:35]=[CH:34][CH:33]=1. The yield is 0.370. (7) The catalyst is CC(C)=O.[Cu](Cl)Cl. The reactants are [CH2:1]([C@H:8]([C@H:12]([OH:16])[C:13]([OH:15])=[O:14])[C:9]([OH:11])=[O:10])[C:2]1[CH:7]=[CH:6][CH:5]=[CH:4][CH:3]=1.CO[C:19](OC)([CH3:21])[CH3:20]. The product is [CH3:20][C:19]1([CH3:21])[O:16][C@H:12]([C@H:8]([CH2:1][C:2]2[CH:3]=[CH:4][CH:5]=[CH:6][CH:7]=2)[C:9]([OH:11])=[O:10])[C:13](=[O:15])[O:14]1. The yield is 0.740. (8) The reactants are [CH3:1][N:2]1[CH:6]=[C:5]([N+:7]([O-:9])=[O:8])[CH:4]=[N:3]1.C[Si](C)(C)[N-][Si](C)(C)C.[Li+].[Cl:20]C(Cl)(Cl)C(Cl)(Cl)Cl. The catalyst is C1COCC1. The product is [Cl:20][C:6]1[N:2]([CH3:1])[N:3]=[CH:4][C:5]=1[N+:7]([O-:9])=[O:8]. The yield is 0.200.